This data is from Catalyst prediction with 721,799 reactions and 888 catalyst types from USPTO. The task is: Predict which catalyst facilitates the given reaction. (1) Reactant: [Cl:1][CH2:2][CH2:3][S:4][C:5]1[CH:10]=[CH:9][C:8]([CH:11]2[CH:16]([C:17]3[CH:22]=[CH:21][C:20]([OH:23])=[CH:19][CH:18]=3)[C:15]([C:29]([F:32])([F:31])[F:30])([O:24][Si](C)(C)C)[C:14]3[CH:33]=[CH:34][C:35]([OH:37])=[CH:36][C:13]=3[O:12]2)=[CH:7][CH:6]=1.Cl. Product: [Cl:1][CH2:2][CH2:3][S:4][C:5]1[CH:10]=[CH:9][C:8]([CH:11]2[CH:16]([C:17]3[CH:18]=[CH:19][C:20]([OH:23])=[CH:21][CH:22]=3)[C:15]([OH:24])([C:29]([F:32])([F:31])[F:30])[C:14]3[CH:33]=[CH:34][C:35]([OH:37])=[CH:36][C:13]=3[O:12]2)=[CH:7][CH:6]=1. The catalyst class is: 5. (2) Reactant: [C:1]([O:5][C:6]([NH:8][CH2:9][CH2:10][CH2:11][C:12]([OH:14])=O)=[O:7])([CH3:4])([CH3:3])[CH3:2].C1CN([P+](ON2N=NC3C=CC=CC2=3)(N2CCCC2)N2CCCC2)CC1.F[P-](F)(F)(F)(F)F.CCN(C(C)C)C(C)C.[N:57]1([C:63]2[N:68]=[CH:67][CH:66]=[CH:65][N:64]=2)[CH2:62][CH2:61][NH:60][CH2:59][CH2:58]1. Product: [O:14]=[C:12]([N:60]1[CH2:61][CH2:62][N:57]([C:63]2[N:64]=[CH:65][CH:66]=[CH:67][N:68]=2)[CH2:58][CH2:59]1)[CH2:11][CH2:10][CH2:9][NH:8][C:6](=[O:7])[O:5][C:1]([CH3:2])([CH3:3])[CH3:4]. The catalyst class is: 2. (3) Reactant: [NH2:1][C:2]1[CH:7]=[CH:6][C:5]([S:8](F)(=[O:10])=[O:9])=[CH:4][CH:3]=1.[CH3:12][NH2:13]. Product: [CH3:12][NH:13][S:8]([C:5]1[CH:6]=[CH:7][C:2]([NH2:1])=[CH:3][CH:4]=1)(=[O:10])=[O:9]. The catalyst class is: 14. (4) Reactant: [F:1][C:2]1[CH:3]=[C:4]([CH2:13][C:14]([O:16]C(C)(C)C)=[O:15])[CH:5]=[N:6][C:7]=1[N:8]1[CH:12]=[N:11][N:10]=[N:9]1.C1(SC)C=CC=CC=1.C(O)(C(F)(F)F)=O. Product: [F:1][C:2]1[CH:3]=[C:4]([CH2:13][C:14]([OH:16])=[O:15])[CH:5]=[N:6][C:7]=1[N:8]1[CH:12]=[N:11][N:10]=[N:9]1. The catalyst class is: 2. (5) Reactant: C[O:2][CH:3](OC)[C:4]1[NH:5][C:6]([CH2:13][CH3:14])=[C:7]([C:9]([F:12])([F:11])[F:10])[N:8]=1. Product: [CH2:13]([C:6]1[NH:5][C:4]([CH:3]=[O:2])=[N:8][C:7]=1[C:9]([F:11])([F:12])[F:10])[CH3:14]. The catalyst class is: 65. (6) Reactant: [CH3:1][O:2][C:3]1[CH:8]=[CH:7][C:6]([C:9]2([CH2:14][NH2:15])[O:13][CH2:12][CH2:11][O:10]2)=[CH:5][CH:4]=1.CCN(C(C)C)C(C)C.[Cl:25][C:26]1[CH:27]=[C:28]2[CH:34]=[C:33]([C:35](O)=[O:36])[NH:32][C:29]2=[CH:30][N:31]=1.C1C=CC2N(O)N=NC=2C=1.CCN=C=NCCCN(C)C. Product: [CH3:1][O:2][C:3]1[CH:4]=[CH:5][C:6]([C:9]2([CH2:14][NH:15][C:35]([C:33]3[NH:32][C:29]4=[CH:30][N:31]=[C:26]([Cl:25])[CH:27]=[C:28]4[CH:34]=3)=[O:36])[O:10][CH2:11][CH2:12][O:13]2)=[CH:7][CH:8]=1. The catalyst class is: 4. (7) Reactant: [H-].[Na+].[CH3:3][C:4]1([CH3:11])[O:8][CH:7]([CH2:9][OH:10])[CH2:6][O:5]1.Br[CH2:13][CH2:14][O:15][Si:16]([C:19]([CH3:22])([CH3:21])[CH3:20])([CH3:18])[CH3:17].[Cl-].[NH4+]. Product: [C:19]([Si:16]([O:15][CH2:14][CH2:13][O:10][CH2:9][CH:7]1[CH2:6][O:5][C:4]([CH3:11])([CH3:3])[O:8]1)([CH3:18])[CH3:17])([CH3:22])([CH3:21])[CH3:20]. The catalyst class is: 9. (8) Reactant: [NH:1]1[C:5]2[CH:6]=[C:7]([C:10]([O:12][CH3:13])=[O:11])[CH:8]=[CH:9][C:4]=2[CH2:3][S:2]1(=[O:15])=[O:14].C(=O)([O-])[O-].[K+].[K+].[CH2:22](Br)[C:23]1[CH:28]=[CH:27][CH:26]=[CH:25][CH:24]=1. Product: [CH2:22]([N:1]1[C:5]2[CH:6]=[C:7]([C:10]([O:12][CH3:13])=[O:11])[CH:8]=[CH:9][C:4]=2[CH2:3][S:2]1(=[O:14])=[O:15])[C:23]1[CH:28]=[CH:27][CH:26]=[CH:25][CH:24]=1. The catalyst class is: 3. (9) Reactant: [CH2:1]([O:3][C:4](=[O:19])[CH2:5][CH2:6][C:7]1[CH:12]=[CH:11][C:10]([NH2:13])=[C:9]([C:14](=[O:18])[N:15]([CH3:17])[CH3:16])[CH:8]=1)[CH3:2].CN(C)C.[F:24][C:25]([F:42])([F:41])[C:26]1[CH:31]=[CH:30][C:29]([C:32]2[C:33]([C:38](Cl)=[O:39])=[CH:34][CH:35]=[CH:36][CH:37]=2)=[CH:28][CH:27]=1. Product: [CH2:1]([O:3][C:4](=[O:19])[CH2:5][CH2:6][C:7]1[CH:12]=[CH:11][C:10]([NH:13][C:38]([C:33]2[C:32]([C:29]3[CH:30]=[CH:31][C:26]([C:25]([F:24])([F:41])[F:42])=[CH:27][CH:28]=3)=[CH:37][CH:36]=[CH:35][CH:34]=2)=[O:39])=[C:9]([C:14](=[O:18])[N:15]([CH3:16])[CH3:17])[CH:8]=1)[CH3:2]. The catalyst class is: 13. (10) The catalyst class is: 1. Reactant: [C:1]([C:4]1[CH:5]=[C:6]([C:10]([NH:13][C:14]([NH:16][C:17]2[CH:22]=[CH:21][C:20]([Cl:23])=[CH:19][CH:18]=2)=[O:15])([CH3:12])[CH3:11])[CH:7]=[CH:8][CH:9]=1)(=[O:3])[CH3:2].[H-].[Al+3].[Li+].[H-].[H-].[H-]. Product: [Cl:23][C:20]1[CH:21]=[CH:22][C:17]([NH:16][C:14]([NH:13][C:10]([C:6]2[CH:7]=[CH:8][CH:9]=[C:4]([CH:1]([OH:3])[CH3:2])[CH:5]=2)([CH3:12])[CH3:11])=[O:15])=[CH:18][CH:19]=1.